From a dataset of CYP2C9 inhibition data for predicting drug metabolism from PubChem BioAssay. Regression/Classification. Given a drug SMILES string, predict its absorption, distribution, metabolism, or excretion properties. Task type varies by dataset: regression for continuous measurements (e.g., permeability, clearance, half-life) or binary classification for categorical outcomes (e.g., BBB penetration, CYP inhibition). Dataset: cyp2c9_veith. (1) The result is 0 (non-inhibitor). The molecule is Cc1nc(S(=O)(=O)N2CCOCC2)c(C#N)c(C)c1Cl. (2) The drug is O=c1c(-c2ccccc2)nc2cnc(Nc3ccccc3)nc2n1C[C@H]1CCCO1. The result is 0 (non-inhibitor). (3) The compound is COc1ncc2nc(-c3ccccc3)c(=O)n(C[C@H]3CCCO3)c2n1. The result is 0 (non-inhibitor). (4) The drug is CS(=O)(=O)N1CCC[C@@]2(CCN(Cc3nccs3)C2)C1. The result is 0 (non-inhibitor). (5) The molecule is CC(=O)N1CCC2(CC1)CCN(c1ncccn1)CC2. The result is 0 (non-inhibitor). (6) The molecule is NS(=O)(=O)c1cc(C(=O)O)c(NCc2ccco2)cc1Cl. The result is 0 (non-inhibitor). (7) The molecule is O=S(=O)(N/N=C\C=C\c1ccccc1)c1ccc(Br)cc1. The result is 1 (inhibitor). (8) The molecule is Cc1cc(C)cc(NC(=O)C/C(N)=N/O)c1. The result is 0 (non-inhibitor).